From a dataset of Full USPTO retrosynthesis dataset with 1.9M reactions from patents (1976-2016). Predict the reactants needed to synthesize the given product. Given the product [Cl:21][C:14]1[C:15]([F:20])=[CH:16][CH:17]=[C:18]([F:19])[C:13]=1[CH2:12][N:8]1[CH2:9][CH2:10][NH:11][C:5]2[N:4]=[CH:3][C:2]([C:31]3[CH:32]=[C:33]([CH2:37][C:38]([NH2:40])=[O:39])[CH:34]=[CH:35][CH:36]=3)=[N:7][C:6]1=2, predict the reactants needed to synthesize it. The reactants are: Br[C:2]1[N:7]=[C:6]2[N:8]([CH2:12][C:13]3[C:18]([F:19])=[CH:17][CH:16]=[C:15]([F:20])[C:14]=3[Cl:21])[CH2:9][CH2:10][NH:11][C:5]2=[N:4][CH:3]=1.B1([C:31]2[CH:36]=[CH:35][CH:34]=[C:33]([CH2:37][C:38]([NH2:40])=[O:39])[CH:32]=2)OC(C)(C)C(C)(C)O1.